From a dataset of Experimentally validated miRNA-target interactions with 360,000+ pairs, plus equal number of negative samples. Binary Classification. Given a miRNA mature sequence and a target amino acid sequence, predict their likelihood of interaction. (1) The protein sequence of the target gene is MSGAARAGPARLAALALLTCSLWPTRADNASQEYYTALINVTVQEPGRGTPLTFRIDRGRYGLDSPKAEVRGQVLAPLPIHGVADHLGCDPQTRFFVPPNIKQWIALLQRGNCTFKEKISRAAFHNAVAVVIYNNKSKEEPVTMTHPGTGDIIAVMITELRGKDILSYLEKNISVQMTIAVGTRMPPKNFSRGSLVFVSISFIVLMIISSAWLIFYFIQKIRYTNARDRNQRRLGDAAKKAISKLTTRTVKKGDKETDPDFDHCAVCIESYKQNDVVRVLPCKHVFHKSCVDPWLSEHCT.... Result: 0 (no interaction). The miRNA is mmu-miR-99a-5p with sequence AACCCGUAGAUCCGAUCUUGUG. (2) The miRNA is hsa-miR-4787-3p with sequence GAUGCGCCGCCCACUGCCCCGCGC. The protein sequence of the target gene is MVGQMYCYPGSHLARALTRALALALVLALLVGPFLSGLAGAIPAPGGRWARDGQVPPASRSRSVLLDVSAGQLLMVDGRHPDAVAWANLTNAIRETGWAFLELGTSGQYNDSLQAYAAGVVEAAVSEELIYMHWMNTVVNYCGPFEYEVGYCERLKSFLEANLEWMQEEMESNPDSPYWHQVRLTLLQLKGLEDSYEGRVSFPAGKFTIKPLGFLLLQLSGDLEDLELALNKTKIKPSLGSGSCSALIKLLPGQSDLLVAHNTWNNYQHMLRVIKKYWLQFREGPWGDYPLVPGNKLVFS.... Result: 0 (no interaction). (3) The miRNA is hsa-miR-656-3p with sequence AAUAUUAUACAGUCAACCUCU. The protein sequence of the target gene is MEDGVLKEGFLVKRGHIVHNWKARWFILRQNTLVYYKLEGGRRVTPPKGRILLDGCTITCPCLEYENRPLLIKLKTQTSTEYFLEACSREERDAWAFEITGAIHAGQPGKVQQLHSLRNSFKLPPHISLHRIVDKMHDSNTGIRSSPNMEQGSTYKKTFLGSSLVDWLISNSFTASRLEAVTLASMLMEENFLRPVGVRSMGAIRSGDLAEQFLDDSTALYTFAESYKKKISPKEEISLSTVELSGTVVKQGYLAKQGHKRKNWKVRRFVLRKDPAFLHYYDPSKEENRPVGGFSLRGSL.... Result: 0 (no interaction). (4) The miRNA is bta-miR-16a with sequence UAGCAGCACGUAAAUAUUGGUG. The protein sequence of the target gene is MCLRLGGLSVGDFRKVLMKTGLVLVVLGHVSFITAALFHGTVLRYVGTPQDAVALQYCVVNILSVTSAIVVITSGIAAIVLSRYLPSTPLRWTVFSSSVACALLSLTCALGLLASIAMTFATQGKALLAACTFGSSELLALAPDCPFDPTRIYSSSLCLWGIALVLCVAENVFAVRCAQLTHQLLELRPWWGKSSHHMMRENPELVEGRDLLSCTSSEPLTL. Result: 0 (no interaction). (5) The miRNA is hsa-miR-200c-5p with sequence CGUCUUACCCAGCAGUGUUUGG. The protein sequence of the target gene is MTTEQRRSLQAFQDYIRKTLDPTYILSYMAPWFREEEVQYIQAEKNNKGPMEAATLFLKFLLELQEEGWFRGFLDALDHAGYSGLYEAIESWDFKKIEKLEEYRLLLKRLQPEFKTRIIPTDIISDLSECLINQECEEILQICSTKGMMAGAEKLVECLLRSDKENWPKTLKLALEKERNKFSELWIVEKGIKDVETEDLEDKMETSDIQIFYQEDPECQNLSENSCPPSEVSDTNLYSPFKPRNYQLELALPAMKGKNTIICAPTGCGKTFVSLLICEHHLKKFPQGQKGKVVFFANQI.... Result: 0 (no interaction). (6) The protein sequence of the target gene is MGHHRPWLHASVLWAGVASLLLPPAMTQQLRGDGLGFRNRNNSTGVAGLSEEASAELRHHLHSPRDHPDENKDVSTENGHHFWSHPDREKEDEDVSKEYGHLLPGHRSQDHKVGDEGVSGEEVFAEHGGQARGHRGHGSEDTEDSAEHRHHLPSHRSHSHQDEDEDEVVSSEHHHHILRHGHRGHDGEDDEGEEEEEEEEEEEEASTEYGHQAHRHRGHGSEEDEDVSDGHHHHGPSHRHQGHEEDDDDDDDDDDDDDDDDVSIEYRHQAHRHQGHGIEEDEDVSDGHHHRDPSHRHRSH.... Result: 0 (no interaction). The miRNA is hsa-miR-4313 with sequence AGCCCCCUGGCCCCAAACCC. (7) The miRNA is hsa-miR-5681b with sequence AGGUAUUGCCACCCUUUCUAGU. The protein sequence of the target gene is MGLRTAKKRGLGGGGKWKREEGGGTRGRREVRPACFLQSGGRGDPGDVGGPAGNPGCSPHPRAATRPPPLPAHTPAHTPEWCGAASAEAAEPRRAGPHLCIPAPGLTKTPILEKVPRKMAAKTPSSEESGLPKLPVPPLQQTLATYLQCMRHLVSEEQFRKSQAIVQQFGAPGGLGETLQQKLLERQEKTANWVSEYWLNDMYLNNRLALPVNSSPAVIFARQHFPGTDDQLRFAASLISGVLSYKALLDSHSIPTDCAKGQLSGQPLCMKQYYGLFSSYRLPGHTQDTLVAQNSSIMPE.... Result: 0 (no interaction). (8) The miRNA is mmu-miR-6934-3p with sequence ACCUCUGCUCCUGCCCCACCAG. The protein sequence of the target gene is MAGCIPEEKTYRRFLELFLGEFRGPCGGGEPEPEPEPEPEPEPESEPEPEPELVEAEAAEASVEEPGEEAATVAATEEGDQEQDPEPEEEAAVEGEEEEEGAATAAAAPGHSAVPPPPPQLPPLPPLPRPLSERITREEVEGESLDLCLQQLYKYNCPSFLAAALARATSDEVLQSDLSAHYIPKETDGTEGTVEIETVKLARSVFSKLHEICCSWVKDFPLRRRPQLYYETSIHAIKNMRRKMEDKHVCIPDFNMLFNLEDQEEQAYFAVFDGHGGVDAAIYASIHLHVNLVRQEMFPH.... Result: 0 (no interaction). (9) The miRNA is hsa-miR-6798-3p with sequence CUACCCCCCAUCCCCCUGUAG. The protein sequence of the target gene is MASLVPLKEKKLMEVKLGELPSWIMMRDFTPSGIAGAFRRGYDRYYNKYINVRKGSISGISMVLAAYVVFSYCISYKELKHERRRKYH. Result: 0 (no interaction).